From a dataset of Reaction yield outcomes from USPTO patents with 853,638 reactions. Predict the reaction yield, written as a fraction of the theoretical maximum amount of product (1.0 means a 100% yield; for example, 0.34 means a 34% yield). (1) The reactants are C[O:2][C:3](=[O:34])[CH2:4][C:5]1[C:14]([CH3:15])=[C:13]([CH:16]2[CH2:21][CH2:20][N:19]([S:22]([C:25]3[C:30]([Cl:31])=[CH:29][CH:28]=[CH:27][C:26]=3[Cl:32])(=[O:24])=[O:23])[CH2:18][CH2:17]2)[C:12]2[C:7](=[CH:8][CH:9]=[C:10]([F:33])[CH:11]=2)[CH:6]=1.O.[OH-].[Li+].Cl. The catalyst is C1COCC1.O. The product is [Cl:32][C:26]1[CH:27]=[CH:28][CH:29]=[C:30]([Cl:31])[C:25]=1[S:22]([N:19]1[CH2:20][CH2:21][CH:16]([C:13]2[C:12]3[C:7](=[CH:8][CH:9]=[C:10]([F:33])[CH:11]=3)[CH:6]=[C:5]([CH2:4][C:3]([OH:34])=[O:2])[C:14]=2[CH3:15])[CH2:17][CH2:18]1)(=[O:24])=[O:23]. The yield is 0.670. (2) The reactants are [CH3:1][N:2]([CH3:45])[C:3]([NH:5][C:6]1[CH:11]=[CH:10][C:9]([C:12]2[C:16]([C:17]3[CH:22]=[CH:21][N:20]=[C:19]4[NH:23][C:24]([C:26]5[CH:31]=[CH:30][CH:29]=[C:28]([CH2:32][OH:33])[CH:27]=5)=[CH:25][C:18]=34)=[CH:15][N:14]([CH2:34][CH2:35][N:36]([CH3:44])[C:37](=[O:43])[O:38][C:39]([CH3:42])([CH3:41])[CH3:40])[N:13]=2)=[CH:8][CH:7]=1)=[O:4]. The catalyst is C(Cl)(Cl)Cl.O=[Mn]=O. The product is [CH3:45][N:2]([CH3:1])[C:3]([NH:5][C:6]1[CH:11]=[CH:10][C:9]([C:12]2[C:16]([C:17]3[CH:22]=[CH:21][N:20]=[C:19]4[NH:23][C:24]([C:26]5[CH:31]=[CH:30][CH:29]=[C:28]([CH:32]=[O:33])[CH:27]=5)=[CH:25][C:18]=34)=[CH:15][N:14]([CH2:34][CH2:35][N:36]([CH3:44])[C:37](=[O:43])[O:38][C:39]([CH3:40])([CH3:41])[CH3:42])[N:13]=2)=[CH:8][CH:7]=1)=[O:4]. The yield is 0.770.